From a dataset of Experimentally validated miRNA-target interactions with 360,000+ pairs, plus equal number of negative samples. Binary Classification. Given a miRNA mature sequence and a target amino acid sequence, predict their likelihood of interaction. The miRNA is mmu-miR-3100-5p with sequence UUGGGAACGGGGUGUCUUUGGGA. The protein sequence of the target gene is MKAADTVILWARSKNDQLRISFPPGLCWGDRMPDKDDIRLLPSALGVKKRKRGPKKQKENKPGKPRKRKKRDSEEEFGSERDEYREKSESGGSEYGTGPGRKRRRKHREKKEKKTKRRKKGEGDGGQKQVEQKSSATLLLTWGLEDVEHVFSEEDYHTLTNYKAFSQFMRPLIAKKNPKIPMSKMMTILGAKWREFSANNPFKGSAAAVAAAAAAAAAAVAEQVSAAVSSATPIAPSGPPALPPPPAADIQPPPIRRAKTKEGKGPGHKRRSKSPRVPDGRKKLRGKKMAPLKIKLGLLG.... Result: 0 (no interaction).